From a dataset of Full USPTO retrosynthesis dataset with 1.9M reactions from patents (1976-2016). Predict the reactants needed to synthesize the given product. (1) Given the product [N:2]1([CH2:7][CH:8]2[CH2:13][CH2:12][CH:11]([CH2:14][CH2:15][NH2:16])[CH2:10][CH2:9]2)[CH2:6][CH2:5][CH2:4][CH2:3]1, predict the reactants needed to synthesize it. The reactants are: Cl.[N:2]1([CH2:7][C:8]2[CH:13]=[CH:12][C:11]([CH2:14][CH2:15][NH2:16])=[CH:10][CH:9]=2)[CH2:6][CH2:5][CH2:4][CH2:3]1.[H][H]. (2) Given the product [CH3:1][C:2]1[CH:7]=[C:6]([C:8](=[O:9])[CH2:10][CH2:26][N:14]2[CH2:13][CH2:12][N:11]([C:17]3[N:24]=[CH:23][CH:22]=[CH:21][C:18]=3[C:19]#[N:20])[CH2:16][CH2:15]2)[CH:5]=[CH:4][CH:3]=1, predict the reactants needed to synthesize it. The reactants are: [CH3:1][C:2]1[CH:7]=[C:6]([C:8]([CH3:10])=[O:9])[CH:5]=[CH:4][CH:3]=1.[N:11]1([C:17]2[N:24]=[CH:23][CH:22]=[CH:21][C:18]=2[C:19]#[N:20])[CH2:16][CH2:15][NH:14][CH2:13][CH2:12]1.N1C=CC=C[C:26]=1N1CCNCC1.N. (3) Given the product [CH2:20]([O:27][NH:28][C:16](=[O:17])[CH:15]=[CH:14][S:13][C:7]1[CH:12]=[CH:11][CH:10]=[CH:9][CH:8]=1)[C:21]1[CH:26]=[CH:25][CH:24]=[CH:23][CH:22]=1, predict the reactants needed to synthesize it. The reactants are: N1C=CC=CC=1.[C:7]1([S:13][CH:14]=[CH:15][C:16](Cl)=[O:17])[CH:12]=[CH:11][CH:10]=[CH:9][CH:8]=1.Cl.[CH2:20]([O:27][NH2:28])[C:21]1[CH:26]=[CH:25][CH:24]=[CH:23][CH:22]=1.